This data is from Catalyst prediction with 721,799 reactions and 888 catalyst types from USPTO. The task is: Predict which catalyst facilitates the given reaction. Reactant: [NH:1]1[CH:5]=[CH:4][CH:3]=[C:2]1[CH:6]=O.[NH:8]1[CH2:13][CH2:12][O:11][CH2:10][CH2:9]1.C(O[BH-](OC(=O)C)OC(=O)C)(=O)C.[Na+]. Product: [NH:1]1[CH:5]=[CH:4][CH:3]=[C:2]1[CH2:6][N:8]1[CH2:13][CH2:12][O:11][CH2:10][CH2:9]1. The catalyst class is: 91.